From a dataset of NCI-60 drug combinations with 297,098 pairs across 59 cell lines. Regression. Given two drug SMILES strings and cell line genomic features, predict the synergy score measuring deviation from expected non-interaction effect. (1) Drug 1: C1CC(C1)(C(=O)O)C(=O)O.[NH2-].[NH2-].[Pt+2]. Drug 2: CC1CCCC2(C(O2)CC(NC(=O)CC(C(C(=O)C(C1O)C)(C)C)O)C(=CC3=CSC(=N3)C)C)C. Cell line: HL-60(TB). Synergy scores: CSS=59.6, Synergy_ZIP=0.00538, Synergy_Bliss=-1.37, Synergy_Loewe=-13.5, Synergy_HSA=-2.04. (2) Drug 1: CN1C(=O)N2C=NC(=C2N=N1)C(=O)N. Drug 2: CC12CCC3C(C1CCC2OP(=O)(O)O)CCC4=C3C=CC(=C4)OC(=O)N(CCCl)CCCl.[Na+]. Cell line: TK-10. Synergy scores: CSS=64.8, Synergy_ZIP=0.365, Synergy_Bliss=0.0965, Synergy_Loewe=-0.936, Synergy_HSA=0.0990. (3) Drug 1: CC=C1C(=O)NC(C(=O)OC2CC(=O)NC(C(=O)NC(CSSCCC=C2)C(=O)N1)C(C)C)C(C)C. Drug 2: CS(=O)(=O)CCNCC1=CC=C(O1)C2=CC3=C(C=C2)N=CN=C3NC4=CC(=C(C=C4)OCC5=CC(=CC=C5)F)Cl. Cell line: RXF 393. Synergy scores: CSS=48.9, Synergy_ZIP=-3.75, Synergy_Bliss=-2.79, Synergy_Loewe=-68.7, Synergy_HSA=-0.815.